This data is from Catalyst prediction with 721,799 reactions and 888 catalyst types from USPTO. The task is: Predict which catalyst facilitates the given reaction. Reactant: CCCC[CH2:5][CH3:6].[CH2:7]([Li])[CH2:8][CH2:9][CH3:10].[C:12]1([C:31]2[CH:36]=[CH:35][CH:34]=[CH:33][CH:32]=2)[CH:17]=[CH:16][CH:15]=[CH:14][C:13]=1[NH:18][C:19]1[C:24]([C:25]2[CH:30]=CC=CC=2)=CC=CN=1.CCCCCCC.[B:44](Cl)(Cl)Cl.[Cl-].[Cl-].[Cl-].[Al+3].CC1(C)CCC[C:55](C)(C)[NH:54]1.CCCCCCCC. Product: [N:54]1[C:55]2[C:17]3=[C:16]4[B:44]([C:36]5[CH:35]=[CH:34][CH:33]=[CH:32][C:31]=5[C:12]3=[C:13]3[CH:30]=[CH:25][CH:24]=[CH:19][N:18]3[C:10]=2[CH:9]=[CH:8][CH:7]=1)[CH:5]=[CH:6][CH:14]=[CH:15]4. The catalyst class is: 11.